From a dataset of Forward reaction prediction with 1.9M reactions from USPTO patents (1976-2016). Predict the product of the given reaction. (1) Given the reactants [CH2:1]([Sn:9](=[O:18])[CH2:10][CH2:11][CH2:12][CH2:13][CH2:14][CH2:15][CH2:16][CH3:17])[CH2:2][CH2:3][CH2:4][CH2:5][CH2:6][CH2:7][CH3:8].[CH3:19][CH:20]([CH3:24])[CH2:21][CH2:22][OH:23], predict the reaction product. The product is: [CH2:1]([Sn:9]([CH2:10][CH2:11][CH2:12][CH2:13][CH2:14][CH2:15][CH2:16][CH3:17])([O:23][CH2:22][CH2:21][CH:20]([CH3:24])[CH3:19])[O:18][Sn:9]([CH2:10][CH2:11][CH2:12][CH2:13][CH2:14][CH2:15][CH2:16][CH3:17])([CH2:1][CH2:2][CH2:3][CH2:4][CH2:5][CH2:6][CH2:7][CH3:8])[O:23][CH2:22][CH2:21][CH:20]([CH3:24])[CH3:19])[CH2:2][CH2:3][CH2:4][CH2:5][CH2:6][CH2:7][CH3:8]. (2) Given the reactants [Cl:1][C:2]1[CH:7]=[CH:6][N:5]=[C:4]2[N:8]([CH2:14][CH:15]3[CH2:19][CH2:18][O:17][CH2:16]3)[CH:9]=[C:10]([C:11]([OH:13])=O)[C:3]=12.[NH2:20][CH2:21][C@:22]1([OH:29])[CH2:27][CH2:26][CH2:25][C@H:24]([CH3:28])[CH2:23]1.N1(O)C2C=CC=CC=2N=N1.Cl.CN(C)CCCN=C=NCC, predict the reaction product. The product is: [OH:29][C@@:22]1([CH2:21][NH:20][C:11]([C:10]2[C:3]3[C:4](=[N:5][CH:6]=[CH:7][C:2]=3[Cl:1])[N:8]([CH2:14][CH:15]3[CH2:19][CH2:18][O:17][CH2:16]3)[CH:9]=2)=[O:13])[CH2:27][CH2:26][CH2:25][C@H:24]([CH3:28])[CH2:23]1. (3) Given the reactants [Cl:1][C:2]1[C:3]([NH:22][C:23](=[O:31])[CH2:24][CH:25]2[CH2:30][CH2:29][CH2:28][CH2:27][CH2:26]2)=[C:4]2[C:9](=[CH:10][CH:11]=1)[N:8]=[C:7]([N:12]1[CH2:16][CH2:15][C@H:14](OS(C)(=O)=O)[CH2:13]1)[CH:6]=[CH:5]2.[CH3:32][NH2:33], predict the reaction product. The product is: [Cl:1][C:2]1[C:3]([NH:22][C:23](=[O:31])[CH2:24][CH:25]2[CH2:30][CH2:29][CH2:28][CH2:27][CH2:26]2)=[C:4]2[C:9](=[CH:10][CH:11]=1)[N:8]=[C:7]([N:12]1[CH2:16][CH2:15][C@@H:14]([NH:33][CH3:32])[CH2:13]1)[CH:6]=[CH:5]2. (4) Given the reactants Br[C:2]1[CH:7]=[CH:6][C:5]([CH:8]([OH:13])[C:9]([F:12])([F:11])[F:10])=[CH:4][CH:3]=1.[C:14]1([CH3:23])[CH:19]=[CH:18][CH:17]=[C:16](B(O)O)[CH:15]=1.C([O-])([O-])=O.[K+].[K+].CCO, predict the reaction product. The product is: [F:10][C:9]([F:12])([F:11])[CH:8]([C:5]1[CH:6]=[CH:7][CH:2]=[CH:3][C:4]=1[C:16]1[CH:17]=[CH:18][CH:19]=[C:14]([CH3:23])[CH:15]=1)[OH:13]. (5) Given the reactants [CH3:1][C:2]1[C:6]([CH2:7][C:8]([OH:10])=O)=[C:5]([CH3:11])[NH:4][N:3]=1.CCN=C=NCCCN(C)C.Cl.ON1C2C=CC=CC=2N=N1.C(N1CCOCC1)C.[C@@H:42]1([NH2:52])[C:51]2[C:46](=[CH:47][CH:48]=[CH:49][CH:50]=2)[CH2:45][CH2:44][CH2:43]1, predict the reaction product. The product is: [CH3:11][C:5]1[C:6]([CH2:7][C:8]([NH:52][CH:42]2[C:51]3[C:46](=[CH:47][CH:48]=[CH:49][CH:50]=3)[CH2:45][CH2:44][CH2:43]2)=[O:10])=[C:2]([CH3:1])[NH:3][N:4]=1. (6) Given the reactants Cl[C:2]1[C:14]2[C:13]3[C:8](=[CH:9][CH:10]=[CH:11][CH:12]=3)[NH:7][C:6]=2[N:5]=[CH:4][CH:3]=1.[CH3:15][N:16](C)C=O, predict the reaction product. The product is: [N:5]1[C:6]2[NH:7][C:8]3[C:13]([C:14]=2[C:2]([C:15]#[N:16])=[CH:3][CH:4]=1)=[CH:12][CH:11]=[CH:10][CH:9]=3. (7) Given the reactants [F:1][C:2]1[N:3]=[CH:4][C:5]2[C:10]([CH:11]=1)=[CH:9][C:8]([C:12]1[S:16][C:15]([NH2:17])=[N:14][N:13]=1)=[CH:7][CH:6]=2.[C:18](O[C:18]([O:20][C:21]([CH3:24])([CH3:23])[CH3:22])=[O:19])([O:20][C:21]([CH3:24])([CH3:23])[CH3:22])=[O:19].[Br-].[Li+], predict the reaction product. The product is: [F:1][C:2]1[N:3]=[CH:4][C:5]2[C:10]([CH:11]=1)=[CH:9][C:8]([C:12]1[S:16][C:15]([NH:17][C:18](=[O:19])[O:20][C:21]([CH3:24])([CH3:23])[CH3:22])=[N:14][N:13]=1)=[CH:7][CH:6]=2. (8) Given the reactants [F:1][CH:2]([F:31])[C:3]1[CH:7]=[C:6]([CH:8]([F:10])[F:9])[N:5]([CH2:11][C:12]([N:14]2[CH2:19][CH2:18][CH:17]([C:20]3[N:25]=[C:24]([C:26]([O:28]CC)=[O:27])[CH:23]=[CH:22][CH:21]=3)[CH2:16][CH2:15]2)=[O:13])[N:4]=1.O.[OH-].[Li+], predict the reaction product. The product is: [F:31][CH:2]([F:1])[C:3]1[CH:7]=[C:6]([CH:8]([F:9])[F:10])[N:5]([CH2:11][C:12]([N:14]2[CH2:19][CH2:18][CH:17]([C:20]3[N:25]=[C:24]([C:26]([OH:28])=[O:27])[CH:23]=[CH:22][CH:21]=3)[CH2:16][CH2:15]2)=[O:13])[N:4]=1. (9) Given the reactants [Cl:1][C:2]1[CH:14]=[C:13](F)[C:12]([Cl:16])=[CH:11][C:3]=1[C:4]([O:6][C:7]([CH3:10])([CH3:9])[CH3:8])=[O:5].[Cl:17][C:18]1[CH:19]=[C:20]([OH:27])[CH:21]=[N:22][C:23]=1[CH:24]1[CH2:26][CH2:25]1.C(=O)([O-])[O-].[K+].[K+], predict the reaction product. The product is: [Cl:1][C:2]1[CH:14]=[C:13]([O:27][C:20]2[CH:21]=[N:22][C:23]([CH:24]3[CH2:26][CH2:25]3)=[C:18]([Cl:17])[CH:19]=2)[C:12]([Cl:16])=[CH:11][C:3]=1[C:4]([O:6][C:7]([CH3:10])([CH3:9])[CH3:8])=[O:5]. (10) Given the reactants C(O)(=O)/C=C/C(O)=O.[CH3:9][N:10]([C@H:25]([CH3:33])[CH2:26][C:27]1[CH:32]=[CH:31][CH:30]=[CH:29][CH:28]=1)[C:11](=[O:24])OC1C=CC=C([C@@H](N(C)C)C)C=1.C[C@H](NC)CC1C=CC=CC=1.C([N:47]1[CH:51]=[CH:50][N:49]=[CH:48]1)([N:47]1[CH:51]=[CH:50][N:49]=[CH:48]1)=O, predict the reaction product. The product is: [CH3:9][N:10]([C@H:25]([CH3:33])[CH2:26][C:27]1[CH:28]=[CH:29][CH:30]=[CH:31][CH:32]=1)[C:11]([N:47]1[CH:51]=[CH:50][N:49]=[CH:48]1)=[O:24].